Predict the reactants needed to synthesize the given product. From a dataset of Full USPTO retrosynthesis dataset with 1.9M reactions from patents (1976-2016). (1) Given the product [C:1]([O:4][CH:5]1[CH2:11][CH:10]2[N:12]([CH2:13][C:14]3[CH:15]=[CH:16][CH:17]=[CH:18][CH:19]=3)[CH:7]([CH2:8][C:9]2=[O:20])[CH2:6]1)(=[O:3])[CH3:2], predict the reactants needed to synthesize it. The reactants are: [C:1]([O:4][CH:5]1[CH2:11][CH:10]2[N:12]([CH2:13][C:14]3[CH:19]=[CH:18][CH:17]=[CH:16][CH:15]=3)[CH:7]([CH2:8][CH:9]2[OH:20])[CH2:6]1)(=[O:3])[CH3:2]. (2) Given the product [OH:10][C:11]1[CH:40]=[CH:39][C:14]([CH2:15][NH:16][C:17]2[N:22]=[C:21]([O:23][CH2:24][C:25]([F:28])([F:26])[F:27])[N:20]=[C:19]([NH:29][C:30]3[CH:38]=[CH:37][C:33]([C:34]([NH:41][CH2:42][C:43]([CH3:54])([CH3:53])[CH2:44][NH:45][C:46](=[O:52])[O:47][C:48]([CH3:49])([CH3:51])[CH3:50])=[O:35])=[CH:32][N:31]=3)[CH:18]=2)=[CH:13][CH:12]=1, predict the reactants needed to synthesize it. The reactants are: CCN(C(C)C)C(C)C.[OH:10][C:11]1[CH:40]=[CH:39][C:14]([CH2:15][NH:16][C:17]2[N:22]=[C:21]([O:23][CH2:24][C:25]([F:28])([F:27])[F:26])[N:20]=[C:19]([NH:29][C:30]3[CH:38]=[CH:37][C:33]([C:34](O)=[O:35])=[CH:32][N:31]=3)[CH:18]=2)=[CH:13][CH:12]=1.[NH2:41][CH2:42][C:43]([CH3:54])([CH3:53])[CH2:44][NH:45][C:46](=[O:52])[O:47][C:48]([CH3:51])([CH3:50])[CH3:49].CN(C(ON1N=NC2C=CC=CC1=2)=[N+](C)C)C.[B-](F)(F)(F)F.